Dataset: Forward reaction prediction with 1.9M reactions from USPTO patents (1976-2016). Task: Predict the product of the given reaction. (1) Given the reactants C1(P(C2C=CC=CC=2)C2C=CC=CC=2)C=CC=CC=1.CCOC(/N=N/C(OCC)=O)=O.[OH:32][C:33]1[CH:34]=[C:35]2[C:40](=[CH:41][CH:42]=1)[NH:39][C:38](=[O:43])[CH:37]=[CH:36]2.[Cl:44][C:45]1[CH:50]=[CH:49][C:48]([NH:51][C:52]2[N:57]=[C:56]([CH2:58]O)[CH:55]=[CH:54][N:53]=2)=[CH:47][CH:46]=1, predict the reaction product. The product is: [Cl:44][C:45]1[CH:46]=[CH:47][C:48]([NH:51][C:52]2[N:57]=[C:56]([CH2:58][O:32][C:33]3[CH:34]=[C:35]4[C:40](=[CH:41][CH:42]=3)[NH:39][C:38](=[O:43])[CH:37]=[CH:36]4)[CH:55]=[CH:54][N:53]=2)=[CH:49][CH:50]=1. (2) The product is: [N:22]1([CH2:2][C:3]2[CH:8]=[CH:7][C:6]([C:9]3[O:10][C:11]4[C:17]([C:18]([O:20][CH3:21])=[O:19])=[CH:16][CH:15]=[CH:14][C:12]=4[N:13]=3)=[CH:5][CH:4]=2)[CH2:27][CH2:26][NH:25][CH2:24][CH2:23]1. Given the reactants Br[CH2:2][C:3]1[CH:8]=[CH:7][C:6]([C:9]2[O:10][C:11]3[C:17]([C:18]([O:20][CH3:21])=[O:19])=[CH:16][CH:15]=[CH:14][C:12]=3[N:13]=2)=[CH:5][CH:4]=1.[NH:22]1[CH2:27][CH2:26][NH:25][CH2:24][CH2:23]1, predict the reaction product. (3) Given the reactants Br[C:2]1[S:6][C:5]([C:7]2[N:11]3[N:12]=[C:13]([CH3:21])[CH:14]=[C:15]([CH:16]([CH2:19][CH3:20])[CH2:17][CH3:18])[C:10]3=[N:9][C:8]=2[CH3:22])=[C:4]([CH3:23])[CH:3]=1.[CH2:24]([Li])[CH2:25][CH2:26][CH3:27], predict the reaction product. The product is: [CH2:24]([C:2]1[S:6][C:5]([C:7]2[N:11]3[N:12]=[C:13]([CH3:21])[CH:14]=[C:15]([CH:16]([CH2:19][CH3:20])[CH2:17][CH3:18])[C:10]3=[N:9][C:8]=2[CH3:22])=[C:4]([CH3:23])[CH:3]=1)[CH2:25][CH2:26][CH3:27]. (4) The product is: [F:23][C:18]1[C:17]([C:13]2[CH:12]=[C:11]([N:9]3[CH:10]=[C:6]([C:4]([OH:5])=[O:3])[N:7]=[CH:8]3)[CH:16]=[CH:15][CH:14]=2)=[CH:22][CH:21]=[CH:20][N:19]=1. Given the reactants C([O:3][C:4]([C:6]1[N:7]=[CH:8][N:9]([C:11]2[CH:16]=[CH:15][CH:14]=[C:13]([C:17]3[C:18]([F:23])=[N:19][CH:20]=[CH:21][CH:22]=3)[CH:12]=2)[CH:10]=1)=[O:5])C.[OH-].[K+], predict the reaction product. (5) Given the reactants [O:1]1[C:5]2[CH:6]=[CH:7][CH:8]=[CH:9][C:4]=2[CH:3]=[C:2]1[S:10]([NH:13][C:14]1[CH:19]=[C:18]([Cl:20])[CH:17]=[CH:16][C:15]=1[S:21][CH2:22][CH2:23][C:24]([O:26]C)=[O:25])(=[O:12])=[O:11].O[Li].O.Cl, predict the reaction product. The product is: [O:1]1[C:5]2[CH:6]=[CH:7][CH:8]=[CH:9][C:4]=2[CH:3]=[C:2]1[S:10]([NH:13][C:14]1[CH:19]=[C:18]([Cl:20])[CH:17]=[CH:16][C:15]=1[S:21][CH2:22][CH2:23][C:24]([OH:26])=[O:25])(=[O:11])=[O:12]. (6) Given the reactants [C:1]([C:5]1[CH:6]=[C:7]([C:12](=[O:14])[CH3:13])[CH:8]=[CH:9][C:10]=1[OH:11])([CH3:4])([CH3:3])[CH3:2].[I-:15].[Na+].ClN1C(=O)CCC1=O.S([O-])([O-])(=O)=S.[Na+].[Na+].Cl, predict the reaction product. The product is: [C:1]([C:5]1[CH:6]=[C:7]([C:12](=[O:14])[CH3:13])[CH:8]=[C:9]([I:15])[C:10]=1[OH:11])([CH3:4])([CH3:2])[CH3:3].